Dataset: Merck oncology drug combination screen with 23,052 pairs across 39 cell lines. Task: Regression. Given two drug SMILES strings and cell line genomic features, predict the synergy score measuring deviation from expected non-interaction effect. (1) Drug 1: CC1CC2C3CCC4=CC(=O)C=CC4(C)C3(F)C(O)CC2(C)C1(O)C(=O)CO. Drug 2: CNC(=O)c1cc(Oc2ccc(NC(=O)Nc3ccc(Cl)c(C(F)(F)F)c3)cc2)ccn1. Cell line: PA1. Synergy scores: synergy=6.97. (2) Drug 1: CN1C(=O)C=CC2(C)C3CCC4(C)C(NC(=O)OCC(F)(F)F)CCC4C3CCC12. Drug 2: NC1CCCCC1N.O=C(O)C(=O)O.[Pt+2]. Cell line: UWB1289BRCA1. Synergy scores: synergy=6.32.